From a dataset of Reaction yield outcomes from USPTO patents with 853,638 reactions. Predict the reaction yield, written as a fraction of the theoretical maximum amount of product (1.0 means a 100% yield; for example, 0.34 means a 34% yield). (1) The reactants are CCN(C(C)C)C(C)C.C1CN([P+](ON2N=NC3C=CC=CC2=3)(N2CCCC2)N2CCCC2)CC1.F[P-](F)(F)(F)(F)F.[NH2:43][CH2:44][C:45]([NH:47][CH2:48][C:49]([F:52])([F:51])[F:50])=[O:46].[Br:53][C:54]1[CH:62]=[C:61](/[CH:63]=[CH:64]/[CH:65]([C:70]2[CH:75]=[C:74]([Cl:76])[C:73]([OH:77])=[C:72]([Cl:78])[CH:71]=2)[C:66]([F:69])([F:68])[F:67])[CH:60]=[CH:59][C:55]=1[C:56](O)=[O:57]. The catalyst is C(Cl)Cl. The product is [Br:53][C:54]1[CH:62]=[C:61](/[CH:63]=[CH:64]/[CH:65]([C:70]2[CH:71]=[C:72]([Cl:78])[C:73]([OH:77])=[C:74]([Cl:76])[CH:75]=2)[C:66]([F:69])([F:68])[F:67])[CH:60]=[CH:59][C:55]=1[C:56]([NH:43][CH2:44][C:45](=[O:46])[NH:47][CH2:48][C:49]([F:52])([F:51])[F:50])=[O:57]. The yield is 0.520. (2) The reactants are C(Cl)(=O)C(Cl)=O.CS(C)=O.[OH:11][CH2:12][C:13]1([CH2:18][NH:19][C:20](=[O:26])[O:21][C:22]([CH3:25])([CH3:24])[CH3:23])[CH2:17][CH2:16][CH2:15][CH2:14]1.O. The catalyst is C(Cl)Cl. The product is [CH:12]([C:13]1([CH2:18][NH:19][C:20](=[O:26])[O:21][C:22]([CH3:24])([CH3:23])[CH3:25])[CH2:17][CH2:16][CH2:15][CH2:14]1)=[O:11]. The yield is 0.940. (3) The reactants are [OH:1][CH:2]1[C:7](=O)[CH2:6][CH2:5][N:4]([C:9]([O:11][CH2:12][CH3:13])=[O:10])[CH2:3]1.[C:14](#[N:18])[CH2:15][C:16]#[N:17].C(NCC)C. The catalyst is C(O)C. The product is [NH2:18][C:14]1[O:1][C:2]2[CH2:3][N:4]([C:9]([O:11][CH2:12][CH3:13])=[O:10])[CH2:5][CH2:6][C:7]=2[C:15]=1[C:16]#[N:17]. The yield is 0.390.